This data is from Forward reaction prediction with 1.9M reactions from USPTO patents (1976-2016). The task is: Predict the product of the given reaction. Given the reactants C(OC(=O)[NH:7][C:8]1[CH:9]=[N:10][CH:11]=[CH:12][C:13]=1[C:14]1[CH:19]=[CH:18][CH:17]=[CH:16][C:15]=1[Cl:20])(C)(C)C.C(O)(C(F)(F)F)=O, predict the reaction product. The product is: [Cl:20][C:15]1[CH:16]=[CH:17][CH:18]=[CH:19][C:14]=1[C:13]1[CH:12]=[CH:11][N:10]=[CH:9][C:8]=1[NH2:7].